This data is from Catalyst prediction with 721,799 reactions and 888 catalyst types from USPTO. The task is: Predict which catalyst facilitates the given reaction. (1) Reactant: [C:1]([O:5][C:6](=[O:20])[NH:7][C@H:8]1[CH2:17][C:16]2[C:11](=[CH:12][CH:13]=[C:14]([Br:18])[CH:15]=2)[NH:10][C:9]1=[O:19])([CH3:4])([CH3:3])[CH3:2].C([O-])([O-])=O.[K+].[K+].[CH2:27](Br)[C:28]1[CH:33]=[CH:32][CH:31]=[CH:30][CH:29]=1. Product: [C:1]([O:5][C:6](=[O:20])[NH:7][C@H:8]1[CH2:17][C:16]2[C:11](=[CH:12][CH:13]=[C:14]([Br:18])[CH:15]=2)[N:10]([CH2:27][C:28]2[CH:33]=[CH:32][CH:31]=[CH:30][CH:29]=2)[C:9]1=[O:19])([CH3:4])([CH3:2])[CH3:3]. The catalyst class is: 21. (2) Reactant: [CH3:1][C:2]1[CH:3]=[C:4]2[C:8](=[CH:9][C:10]=1[CH3:11])[C:7](=[O:12])[N:6]([C:13]1[CH:18]=[CH:17][C:16]([F:19])=[CH:15][CH:14]=1)[CH:5]2O.[C:21]([CH:26]=P(C1C=CC=CC=1)(C1C=CC=CC=1)C1C=CC=CC=1)([O:23][CH2:24][CH3:25])=[O:22]. Product: [CH3:1][C:2]1[CH:3]=[C:4]2[C:8](=[CH:9][C:10]=1[CH3:11])[C:7](=[O:12])[N:6]([C:13]1[CH:18]=[CH:17][C:16]([F:19])=[CH:15][CH:14]=1)[CH:5]2[CH2:26][C:21]([O:23][CH2:24][CH3:25])=[O:22]. The catalyst class is: 11. (3) Reactant: [Cl:1][C:2]1[CH:3]=[C:4]([CH:32]=[CH:33][C:34]=1[Cl:35])[O:5][C:6]1[CH:30]=[CH:29][C:9]([CH2:10][O:11][C:12]2[CH:13]=[C:14]3[N:21](C(OC(C)(C)C)=O)[CH2:20][CH2:19][N:15]3[C:16](=[O:18])[N:17]=2)=[CH:8][C:7]=1[F:31]. Product: [Cl:1][C:2]1[CH:3]=[C:4]([CH:32]=[CH:33][C:34]=1[Cl:35])[O:5][C:6]1[CH:30]=[CH:29][C:9]([CH2:10][O:11][C:12]2[CH:13]=[C:14]3[NH:21][CH2:20][CH2:19][N:15]3[C:16](=[O:18])[N:17]=2)=[CH:8][C:7]=1[F:31]. The catalyst class is: 3. (4) Reactant: O.[OH-].[Li+].C[O:5][C:6]([C@@H:8]1[CH2:13][CH2:12][CH2:11][CH2:10][C@@H:9]1[NH:14][S:15]([C:18]1[CH:23]=[CH:22][C:21]([Cl:24])=[CH:20][CH:19]=1)(=[O:17])=[O:16])=[O:7]. Product: [Cl:24][C:21]1[CH:22]=[CH:23][C:18]([S:15]([NH:14][C@H:9]2[CH2:10][CH2:11][CH2:12][CH2:13][C@H:8]2[C:6]([OH:7])=[O:5])(=[O:16])=[O:17])=[CH:19][CH:20]=1. The catalyst class is: 87. (5) Reactant: Br[C:2]1[CH:3]=[C:4]([CH:25]=[CH:26][N:27]=1)[C:5]([NH:7][C:8]1[S:9][C:10]2[C:16]([N:17]3[CH2:22][CH2:21][O:20][CH2:19][CH2:18]3)=[CH:15][CH:14]=[C:13]([O:23][CH3:24])[C:11]=2[N:12]=1)=[O:6].C(=O)([O-])[O-].[Cs+].[Cs+].[NH2:34][CH2:35][CH2:36][C:37]1[CH:42]=[CH:41][CH:40]=[CH:39][N:38]=1. Product: [CH3:24][O:23][C:13]1[C:11]2[N:12]=[C:8]([NH:7][C:5](=[O:6])[C:4]3[CH:25]=[CH:26][N:27]=[C:2]([NH:34][CH2:35][CH2:36][C:37]4[CH:42]=[CH:41][CH:40]=[CH:39][N:38]=4)[CH:3]=3)[S:9][C:10]=2[C:16]([N:17]2[CH2:22][CH2:21][O:20][CH2:19][CH2:18]2)=[CH:15][CH:14]=1. The catalyst class is: 37. (6) Product: [C:33]([NH:29][C:27](=[O:28])[C:26]1[CH:25]=[CH:24][C:23]([CH2:22][O:21][C:5]2[CH:6]=[C:7]3[C:11](=[C:12]([Cl:13])[C:4]=2[Cl:3])[C:10](=[O:14])[C:9]([CH:16]2[CH2:17][CH2:18][CH2:19][CH2:20]2)([CH3:15])[CH2:8]3)=[CH:31][CH:30]=1)(=[O:32])[CH3:34]. The catalyst class is: 9. Reactant: [H-].[Na+].[Cl:3][C:4]1[C:12]([Cl:13])=[C:11]2[C:7]([CH2:8][C:9]([CH:16]3[CH2:20][CH2:19][CH2:18][CH2:17]3)([CH3:15])[C:10]2=[O:14])=[CH:6][C:5]=1[O:21][CH2:22][C:23]1[CH:31]=[CH:30][C:26]([C:27]([NH2:29])=[O:28])=[CH:25][CH:24]=1.[O:32]1CC[CH2:34][CH2:33]1. (7) Reactant: [Cl:1][C:2]1[CH:7]=[C:6]([Cl:8])[CH:5]=[CH:4][C:3]=1[C:9]([C:11]1[N:15]([CH2:16][CH2:17][CH2:18]O)[C:14]2[C:20]([N:24]([CH2:27][CH3:28])[CH2:25][CH3:26])=[CH:21][CH:22]=[CH:23][C:13]=2[N:12]=1)=[O:10].[Br:29]C(Br)(Br)Br.C1(P(C2C=CC=CC=2)C2C=CC=CC=2)C=CC=CC=1. Product: [Br:29][CH2:18][CH2:17][CH2:16][N:15]1[C:14]2[C:20]([N:24]([CH2:27][CH3:28])[CH2:25][CH3:26])=[CH:21][CH:22]=[CH:23][C:13]=2[N:12]=[C:11]1[C:9]([C:3]1[CH:4]=[CH:5][C:6]([Cl:8])=[CH:7][C:2]=1[Cl:1])=[O:10]. The catalyst class is: 115. (8) Reactant: [C:1]([C:3]1[CH:26]=[CH:25][C:6]([CH2:7][NH:8][C:9](=[O:24])[CH:10]([C:14]2[C:19]([F:20])=[CH:18][C:17]([O:21][CH3:22])=[CH:16][C:15]=2[F:23])[O:11][CH2:12][CH3:13])=[C:5]([OH:27])[CH:4]=1)#[N:2].[Cl:28]CC1N=CO[N:31]=1.C(=O)([O-])[O-].[Cs+].[Cs+].C(C1C=C[C:46]([CH2:47][NH:48][C:49](=[O:64])[CH:50](C2C(F)=CC(OC)=CC=2F)OCC)=C(OCC2N=CON=2)C=1)#N.C(C1C=C[C:79]([CH2:80][NH:81][C:82](=O)[CH:83](C2C(F)=CC(OC)=CC=2F)OCC)=C(OCC#N)C=1)#N. Product: [ClH:28].[C:1]([C:3]1[CH:26]=[CH:25][C:6]([CH2:7][NH:8][C:9](=[O:24])[CH:10]([C:14]2[C:15]([F:23])=[CH:16][C:17]([O:21][CH3:22])=[CH:18][C:19]=2[F:20])[O:11][CH2:12][CH3:13])=[C:5]([O:27][CH2:50][C:49](=[O:64])[NH:48][CH2:47][CH2:46][N:81]([CH2:82][CH3:83])[CH2:80][CH3:79])[CH:4]=1)(=[NH:31])[NH2:2]. The catalyst class is: 3. (9) Reactant: C[O:2][C:3]([C:5]1[S:6][C:7]([C:27]#[C:28][C:29]([CH3:32])([CH3:31])[CH3:30])=[CH:8][C:9]=1[N:10]([CH:20]1[CH2:25][CH2:24][CH:23](Br)[CH2:22][CH2:21]1)[C:11]([CH:13]1[CH2:18][CH2:17][CH:16]([CH3:19])[CH2:15][CH2:14]1)=[O:12])=[O:4].[CH3:33][N:34]1[CH:38]=[N:37][N:36]=[C:35]1[SH:39].C1CCN2C(=NCCC2)CC1.[Br-].[OH-].[K+].Cl. Product: [CH3:31][C:29]([CH3:30])([CH3:32])[C:28]#[C:27][C:7]1[S:6][C:5]([C:3]([OH:2])=[O:4])=[C:9]([N:10]([C:11]([CH:13]2[CH2:14][CH2:15][CH:16]([CH3:19])[CH2:17][CH2:18]2)=[O:12])[CH:20]2[CH2:25][CH2:24][CH:23]([S:39][C:35]3[N:34]([CH3:33])[CH:38]=[N:37][N:36]=3)[CH2:22][CH2:21]2)[CH:8]=1. The catalyst class is: 12.